From a dataset of Forward reaction prediction with 1.9M reactions from USPTO patents (1976-2016). Predict the product of the given reaction. (1) Given the reactants F[C:2]1[CH:3]=[CH:4][C:5]([N+:12]([O-:14])=[O:13])=[C:6]([CH:11]=1)[C:7]([NH:9][CH3:10])=[O:8].[NH:15]1[CH2:20][CH2:19][O:18][CH2:17][CH2:16]1.C([O-])([O-])=O.[Cs+].[Cs+], predict the reaction product. The product is: [CH3:10][NH:9][C:7](=[O:8])[C:6]1[CH:11]=[C:2]([N:15]2[CH2:20][CH2:19][O:18][CH2:17][CH2:16]2)[CH:3]=[CH:4][C:5]=1[N+:12]([O-:14])=[O:13]. (2) The product is: [Br:1][C:2]1[CH:7]=[CH:6][C:5]([O:8][C:11]2[C:16]([C:17]([OH:19])=[O:18])=[C:15]([F:20])[C:14]([O:21][CH3:22])=[CH:13][CH:12]=2)=[C:4]([F:9])[CH:3]=1. Given the reactants [Br:1][C:2]1[CH:7]=[CH:6][C:5]([OH:8])=[C:4]([F:9])[CH:3]=1.Br[C:11]1[C:16]([C:17]([OH:19])=[O:18])=[C:15]([F:20])[C:14]([O:21][CH3:22])=[CH:13][CH:12]=1.C(OCC)(=O)C.C(=O)([O-])[O-].[Cs+].[Cs+], predict the reaction product. (3) Given the reactants [CH3:1][C:2]1[CH:3]=[CH:4][C:5]2[N:6]([C:8]([S:11][C:12]3[CH:13]=[C:14]4[C:19](=[CH:20][CH:21]=3)[N:18]=[CH:17][CH:16]=[CH:15]4)=[N:9][N:10]=2)[N:7]=1.[Br:22]Br, predict the reaction product. The product is: [Br:22][C:16]1[CH:17]=[N:18][C:19]2[C:14]([CH:15]=1)=[CH:13][C:12]([S:11][C:8]1[N:6]3[N:7]=[C:2]([CH3:1])[CH:3]=[CH:4][C:5]3=[N:10][N:9]=1)=[CH:21][CH:20]=2. (4) Given the reactants [F:1][C:2]1[CH:3]=[C:4](/[CH:9]=[CH:10]/[C:11]([OH:13])=[O:12])[CH:5]=[C:6]([F:8])[CH:7]=1, predict the reaction product. The product is: [F:1][C:2]1[CH:3]=[C:4]([CH2:9][CH2:10][C:11]([OH:13])=[O:12])[CH:5]=[C:6]([F:8])[CH:7]=1. (5) Given the reactants CO[C:3]1[CH:4]=[C:5]2[C:9](=[CH:10][C:11]=1[O:12][CH3:13])[NH:8][C:7]([CH2:14]C(N)=O)=[C:6]2[C:18]1[CH:23]=[CH:22][C:21]([O:24][CH3:25])=[CH:20][CH:19]=1.FC(F)(F)C(O[C:31](=[O:36])C(F)(F)F)=O.[N:39]1C=CC=CC=1, predict the reaction product. The product is: [CH3:31][O:36][C:22]1[CH:23]=[C:18]2[C:19](=[CH:20][C:21]=1[O:24][CH3:25])[NH:8][C:7]([C:14]#[N:39])=[C:6]2[C:5]1[CH:4]=[CH:3][C:11]([O:12][CH3:13])=[CH:10][CH:9]=1.